This data is from Peptide-MHC class II binding affinity with 134,281 pairs from IEDB. The task is: Regression. Given a peptide amino acid sequence and an MHC pseudo amino acid sequence, predict their binding affinity value. This is MHC class II binding data. (1) The peptide sequence is LMTSPKWVQMCSRTL. The MHC is DRB1_0802 with pseudo-sequence DRB1_0802. The binding affinity (normalized) is 0.303. (2) The peptide sequence is QAAVVRFQEAANKQK. The MHC is HLA-DQA10102-DQB10602 with pseudo-sequence HLA-DQA10102-DQB10602. The binding affinity (normalized) is 0.255.